From a dataset of Full USPTO retrosynthesis dataset with 1.9M reactions from patents (1976-2016). Predict the reactants needed to synthesize the given product. (1) Given the product [CH3:1][O:2][C:3](=[O:21])[CH:4]=[CH:5][C:6]1[CH:11]=[CH:10][C:9]2[N:12]([CH2:13][CH2:14][NH:15][CH2:16][CH3:17])[C:22]([CH2:23][CH2:24][CH2:25][CH2:26][CH2:27][CH3:28])=[N:18][C:8]=2[CH:7]=1, predict the reactants needed to synthesize it. The reactants are: [CH3:1][O:2][C:3](=[O:21])[CH:4]=[CH:5][C:6]1[CH:11]=[CH:10][C:9]([NH:12][CH2:13][CH2:14][NH:15][CH2:16][CH3:17])=[C:8]([N+:18]([O-])=O)[CH:7]=1.[CH:22](=O)[CH2:23][CH2:24][CH2:25][CH2:26][CH2:27][CH3:28].O.O.Cl[Sn]Cl. (2) Given the product [OH:27][C@H:24]1[CH2:25][CH2:26][N:22]([C:20]([O:19][C:15]([CH3:18])([CH3:16])[CH3:17])=[O:21])[C@@H:23]1[C:28]([O:30][C:1]([CH3:4])([CH3:3])[CH3:2])=[O:29], predict the reactants needed to synthesize it. The reactants are: [C:1](OC(O[C:1]([CH3:4])([CH3:3])[CH3:2])N(C)C)([CH3:4])([CH3:3])[CH3:2].[C:15]([O:19][C:20]([N:22]1[CH2:26][CH2:25][C@H:24]([OH:27])[C@H:23]1[C:28]([OH:30])=[O:29])=[O:21])([CH3:18])([CH3:17])[CH3:16].